This data is from Forward reaction prediction with 1.9M reactions from USPTO patents (1976-2016). The task is: Predict the product of the given reaction. (1) Given the reactants Cl[C:2]1[N:7]=[C:6]([O:8][CH3:9])[N:5]=[C:4]([NH:10][CH2:11][CH2:12][C:13]2[CH:18]=[CH:17][C:16]([O:19][C:20]([F:23])([F:22])[F:21])=[CH:15][CH:14]=2)[CH:3]=1.[CH3:24][O:25][C:26](=[O:46])[C:27]([C:30]1[CH:35]=[C:34](B2OC(C)(C)C(C)(C)O2)[CH:33]=[CH:32][C:31]=1[F:45])([CH3:29])[CH3:28].C([O-])([O-])=O.[Cs+].[Cs+], predict the reaction product. The product is: [CH3:24][O:25][C:26](=[O:46])[C:27]([C:30]1[CH:35]=[C:34]([C:2]2[CH:3]=[C:4]([NH:10][CH2:11][CH2:12][C:13]3[CH:18]=[CH:17][C:16]([O:19][C:20]([F:23])([F:22])[F:21])=[CH:15][CH:14]=3)[N:5]=[C:6]([O:8][CH3:9])[N:7]=2)[CH:33]=[CH:32][C:31]=1[F:45])([CH3:29])[CH3:28]. (2) The product is: [C:3]1([C:9]2[C:17]([CH2:18][C:19]3[CH:20]=[C:21]([CH:26]=[CH:27][CH:28]=3)[C:22]([OH:24])=[O:23])=[C:12]3[CH:13]=[CH:14][CH:15]=[CH:16][N:11]3[N:10]=2)[CH:4]=[CH:5][CH:6]=[CH:7][CH:8]=1. Given the reactants [OH-].[K+].[C:3]1([C:9]2[C:17]([CH2:18][C:19]3[CH:20]=[C:21]([CH:26]=[CH:27][CH:28]=3)[C:22]([O:24]C)=[O:23])=[C:12]3[CH:13]=[CH:14][CH:15]=[CH:16][N:11]3[N:10]=2)[CH:8]=[CH:7][CH:6]=[CH:5][CH:4]=1.Cl, predict the reaction product.